Dataset: Catalyst prediction with 721,799 reactions and 888 catalyst types from USPTO. Task: Predict which catalyst facilitates the given reaction. (1) Reactant: Cl[C:2]1[N:3]=[C:4]2[CH:12]=[CH:11][N:10]=[CH:9][C:5]2=[N:6][C:7]=1[Cl:8].[F:13][C:14]1[CH:26]=[C:25]([F:27])[CH:24]=[CH:23][C:15]=1[CH2:16][N:17]1[CH2:22][CH2:21][NH:20][CH2:19][CH2:18]1.C(N(CC)CC)C. Product: [Cl:8][C:7]1[N:6]=[C:5]2[CH:9]=[N:10][CH:11]=[CH:12][C:4]2=[N:3][C:2]=1[N:20]1[CH2:19][CH2:18][N:17]([CH2:16][C:15]2[CH:23]=[CH:24][C:25]([F:27])=[CH:26][C:14]=2[F:13])[CH2:22][CH2:21]1. The catalyst class is: 2. (2) The catalyst class is: 30. Product: [C:9]([O:8][C:6]([NH:5][C@@H:4]([C:3]([OH:18])=[O:2])[CH2:13][C:14]([CH3:17])([CH3:16])[CH3:15])=[O:7])([CH3:12])([CH3:10])[CH3:11]. Reactant: C[O:2][C:3](=[O:18])[C@@H:4]([CH2:13][C:14]([CH3:17])([CH3:16])[CH3:15])[NH:5][C:6]([O:8][C:9]([CH3:12])([CH3:11])[CH3:10])=[O:7].O.[OH-].[Li+].Cl.[Cl-].[Na+]. (3) Reactant: [CH3:1][N:2]1[C:6](=[O:7])[CH2:5][CH2:4][C@H:3]1[C:8](OC)=[O:9].[H-].[Al+3].[Li+].[H-].[H-].[H-]. Product: [OH:9][CH2:8][C@H:3]1[N:2]([CH3:1])[C:6](=[O:7])[CH2:5][CH2:4]1. The catalyst class is: 7. (4) Reactant: Cl[C:2]1[CH:7]=[C:6]([Cl:8])[N:5]=[N:4][C:3]=1[C:9]([O:11][CH3:12])=[O:10].[CH:13]1([C:17]2[N:22]=[C:21]([NH2:23])[CH:20]=[CH:19][CH:18]=2)[CH2:16][CH2:15][CH2:14]1. Product: [Cl:8][C:6]1[N:5]=[N:4][C:3]([C:9]([O:11][CH3:12])=[O:10])=[C:2]([NH:23][C:21]2[CH:20]=[CH:19][CH:18]=[C:17]([CH:13]3[CH2:16][CH2:15][CH2:14]3)[N:22]=2)[CH:7]=1. The catalyst class is: 10. (5) The catalyst class is: 1. Reactant: C1N=CN([C:6](N2C=NC=C2)=[O:7])C=1.[N:13]1[CH:18]=[CH:17][CH:16]=[C:15]([CH2:19][CH2:20][OH:21])[CH:14]=1.Cl.[NH2:23][CH2:24][CH2:25][CH2:26][N:27]1[C:35](=[O:36])[C:34]2[NH:33][C:32]([Cl:37])=[N:31][C:30]=2[N:29]([CH2:38][CH2:39][CH2:40][CH2:41][CH3:42])[C:28]1=[O:43].CCN(C(C)C)C(C)C. Product: [Cl:37][C:32]1[NH:33][C:34]2[C:35](=[O:36])[N:27]([CH2:26][CH2:25][CH2:24][NH:23][C:6](=[O:7])[O:21][CH2:20][CH2:19][C:15]3[CH:14]=[N:13][CH:18]=[CH:17][CH:16]=3)[C:28](=[O:43])[N:29]([CH2:38][CH2:39][CH2:40][CH2:41][CH3:42])[C:30]=2[N:31]=1. (6) Reactant: [H-].[Na+].[C:3]([O:7][C:8]([N:10]1[CH2:14][CH2:13][C@H:12]([OH:15])[CH2:11]1)=[O:9])([CH3:6])([CH3:5])[CH3:4].[CH3:16]I.O. Product: [CH3:16][O:15][C@H:12]1[CH2:13][CH2:14][N:10]([C:8]([O:7][C:3]([CH3:6])([CH3:4])[CH3:5])=[O:9])[CH2:11]1. The catalyst class is: 305. (7) Reactant: C(O)(C(F)(F)F)=O.[Cl:8][C:9]1[CH:10]=[C:11]2[N:29](COCC[Si](C)(C)C)[C:28]([O:38][C@H:39]3[C@H:43]4[O:44][CH2:45][C@@H:46]([O:47][CH2:48][CH:49]([OH:52])[CH2:50][OH:51])[C@H:42]4[O:41][CH2:40]3)=[N:27][C:12]2=[N:13][C:14]=1[C:15]1[CH:20]=[CH:19][C:18]([C:21]2[CH:26]=[CH:25][CH:24]=[CH:23][CH:22]=2)=[CH:17][CH:16]=1.C[Si](C)(C)[O-].[K+]. The catalyst class is: 168. Product: [Cl:8][C:9]1[CH:10]=[C:11]2[NH:29][C:28]([O:38][C@H:39]3[C@H:43]4[O:44][CH2:45][C@@H:46]([O:47][CH2:48][CH:49]([OH:52])[CH2:50][OH:51])[C@H:42]4[O:41][CH2:40]3)=[N:27][C:12]2=[N:13][C:14]=1[C:15]1[CH:20]=[CH:19][C:18]([C:21]2[CH:26]=[CH:25][CH:24]=[CH:23][CH:22]=2)=[CH:17][CH:16]=1.